From a dataset of NCI-60 drug combinations with 297,098 pairs across 59 cell lines. Regression. Given two drug SMILES strings and cell line genomic features, predict the synergy score measuring deviation from expected non-interaction effect. (1) Drug 1: CC12CCC(CC1=CCC3C2CCC4(C3CC=C4C5=CN=CC=C5)C)O. Drug 2: CCCS(=O)(=O)NC1=C(C(=C(C=C1)F)C(=O)C2=CNC3=C2C=C(C=N3)C4=CC=C(C=C4)Cl)F. Cell line: SK-MEL-28. Synergy scores: CSS=38.6, Synergy_ZIP=2.89, Synergy_Bliss=4.35, Synergy_Loewe=-8.21, Synergy_HSA=1.72. (2) Drug 1: C1=C(C(=O)NC(=O)N1)N(CCCl)CCCl. Drug 2: CCN(CC)CCNC(=O)C1=C(NC(=C1C)C=C2C3=C(C=CC(=C3)F)NC2=O)C. Cell line: KM12. Synergy scores: CSS=32.5, Synergy_ZIP=-11.2, Synergy_Bliss=-10.4, Synergy_Loewe=-6.02, Synergy_HSA=-6.52. (3) Cell line: OVCAR-4. Drug 2: CC1=C2C(C(=O)C3(C(CC4C(C3C(C(C2(C)C)(CC1OC(=O)C(C(C5=CC=CC=C5)NC(=O)C6=CC=CC=C6)O)O)OC(=O)C7=CC=CC=C7)(CO4)OC(=O)C)O)C)OC(=O)C. Drug 1: CN(C)N=NC1=C(NC=N1)C(=O)N. Synergy scores: CSS=9.41, Synergy_ZIP=-6.88, Synergy_Bliss=-3.37, Synergy_Loewe=-36.9, Synergy_HSA=-3.35. (4) Drug 1: CC1CCC2CC(C(=CC=CC=CC(CC(C(=O)C(C(C(=CC(C(=O)CC(OC(=O)C3CCCCN3C(=O)C(=O)C1(O2)O)C(C)CC4CCC(C(C4)OC)O)C)C)O)OC)C)C)C)OC. Drug 2: CC1=C(C(=CC=C1)Cl)NC(=O)C2=CN=C(S2)NC3=CC(=NC(=N3)C)N4CCN(CC4)CCO. Cell line: HOP-62. Synergy scores: CSS=2.82, Synergy_ZIP=-2.38, Synergy_Bliss=-3.90, Synergy_Loewe=0.887, Synergy_HSA=-3.83.